Dataset: Catalyst prediction with 721,799 reactions and 888 catalyst types from USPTO. Task: Predict which catalyst facilitates the given reaction. (1) Reactant: [CH3:1][N:2]([CH:13]1[CH2:18][CH2:17][CH2:16][CH2:15][CH2:14]1)[CH2:3][C:4]1[CH:5]=[C:6]([Br:12])[CH:7]=[C:8]([Br:11])[C:9]=1[NH2:10].Cl.C(O)[C@H]1O[C@H](O[C@@H]([C@H](O)[C@@H](O)CO)[C@H](O)CO)[C@H](O)[C@@H](O)[C@@H]1O.C(O)(=O)C1C=CC=CC=1. Product: [CH3:1][N:2]([CH:13]1[CH2:18][CH2:17][CH2:16][CH2:15][CH2:14]1)[CH2:3][C:4]1[C:9]([NH2:10])=[C:8]([Br:11])[CH:7]=[C:6]([Br:12])[CH:5]=1. The catalyst class is: 6. (2) Product: [Cl:52][C:28]1[CH:27]=[C:26]([NH:25][C:22]2[C:23]3[N:15]([CH2:14][CH2:13][O:12][CH2:11][CH2:10][OH:9])[CH:16]=[CH:17][C:18]=3[N:19]=[CH:20][N:21]=2)[CH:51]=[CH:50][C:29]=1[O:30][C:31]1[CH:32]=[C:33]([CH:37]2[CH2:38][CH2:39][N:40]([C:43]([O:45][C:46]([CH3:48])([CH3:49])[CH3:47])=[O:44])[CH2:41][CH2:42]2)[CH:34]=[CH:35][CH:36]=1. Reactant: C([O:9][CH2:10][CH2:11][O:12][CH2:13][CH2:14][N:15]1[C:23]2[C:22](Cl)=[N:21][CH:20]=[N:19][C:18]=2[CH:17]=[CH:16]1)(=O)C1C=CC=CC=1.[NH2:25][C:26]1[CH:51]=[CH:50][C:29]([O:30][C:31]2[CH:32]=[C:33]([CH:37]3[CH2:42][CH2:41][N:40]([C:43]([O:45][C:46]([CH3:49])([CH3:48])[CH3:47])=[O:44])[CH2:39][CH2:38]3)[CH:34]=[CH:35][CH:36]=2)=[C:28]([Cl:52])[CH:27]=1.C(O)(C)C. The catalyst class is: 13. (3) Reactant: [C:1]([CH:5]1[CH2:14][CH2:13][C:12]2[N:11]=[C:10]3[S:15][C:16]([S:18](CC[Si](C)(C)C)(=[O:20])=[O:19])=[CH:17][C:9]3=[CH:8][C:7]=2[CH2:6]1)([CH3:4])([CH3:3])[CH3:2].[F-].C([N+:32](CCCC)(CCCC)CCCC)CCC.C([O-])(=O)C.[Na+].NOS(O)(=O)=O. The catalyst class is: 20. Product: [C:1]([CH:5]1[CH2:14][CH2:13][C:12]2[N:11]=[C:10]3[S:15][C:16]([S:18]([NH2:32])(=[O:20])=[O:19])=[CH:17][C:9]3=[CH:8][C:7]=2[CH2:6]1)([CH3:4])([CH3:3])[CH3:2]. (4) Reactant: C([O:3][C:4]([C:6]1[CH:10]=[CH:9][N:8]([CH2:11][CH2:12][F:13])[N:7]=1)=[O:5])C.[OH-].[Na+:15]. Product: [F:13][CH2:12][CH2:11][N:8]1[CH:9]=[CH:10][C:6]([C:4]([O-:5])=[O:3])=[N:7]1.[Na+:15]. The catalyst class is: 36. (5) Reactant: [CH2:1]([O:8][N:9]1[C:14]2[N:15]=[CH:16][N:17]=[C:18](Cl)[C:13]=2[C:12]([OH:20])=[C:11](C(OCC)=O)[C:10]1=[O:26])[C:2]1[CH:7]=[CH:6][CH:5]=[CH:4][CH:3]=1.[O:27]1CCOCC1.Cl.C(OCC)(=O)C. Product: [CH2:1]([O:8][N:9]1[C:14]2[N:15]=[CH:16][N:17]=[C:18]([OH:27])[C:13]=2[C:12]([OH:20])=[CH:11][C:10]1=[O:26])[C:2]1[CH:7]=[CH:6][CH:5]=[CH:4][CH:3]=1. The catalyst class is: 6. (6) Reactant: [CH3:1][C:2]1[C:6]([C:7]2[CH:16]=[C:15]3[C:10]([C:11]([NH:20][C@@H:21]([C:23]4[CH:28]=[CH:27][CH:26]=[CH:25][N:24]=4)[CH3:22])=[C:12]([N+:17]([O-])=O)[CH:13]=[N:14]3)=[CH:9][C:8]=2[O:29][CH3:30])=[C:5]([CH3:31])[O:4][N:3]=1.[Sn](Cl)Cl.[OH-].[Na+].O. Product: [CH3:1][C:2]1[C:6]([C:7]2[CH:16]=[C:15]3[C:10]([C:11]([NH:20][C@@H:21]([C:23]4[CH:28]=[CH:27][CH:26]=[CH:25][N:24]=4)[CH3:22])=[C:12]([NH2:17])[CH:13]=[N:14]3)=[CH:9][C:8]=2[O:29][CH3:30])=[C:5]([CH3:31])[O:4][N:3]=1. The catalyst class is: 14.